This data is from NCI-60 drug combinations with 297,098 pairs across 59 cell lines. The task is: Regression. Given two drug SMILES strings and cell line genomic features, predict the synergy score measuring deviation from expected non-interaction effect. (1) Drug 1: C1CC(=O)NC(=O)C1N2C(=O)C3=CC=CC=C3C2=O. Drug 2: COC1=C2C(=CC3=C1OC=C3)C=CC(=O)O2. Cell line: RPMI-8226. Synergy scores: CSS=4.48, Synergy_ZIP=-1.22, Synergy_Bliss=1.98, Synergy_Loewe=1.63, Synergy_HSA=2.00. (2) Drug 1: C1=CC(=CC=C1CCCC(=O)O)N(CCCl)CCCl. Synergy scores: CSS=10.2, Synergy_ZIP=0.447, Synergy_Bliss=4.91, Synergy_Loewe=4.01, Synergy_HSA=5.04. Drug 2: COCCOC1=C(C=C2C(=C1)C(=NC=N2)NC3=CC=CC(=C3)C#C)OCCOC.Cl. Cell line: NCI-H226. (3) Cell line: HOP-92. Drug 1: C1=CC(=CC=C1CCC2=CNC3=C2C(=O)NC(=N3)N)C(=O)NC(CCC(=O)O)C(=O)O. Drug 2: CC12CCC3C(C1CCC2OP(=O)(O)O)CCC4=C3C=CC(=C4)OC(=O)N(CCCl)CCCl.[Na+]. Synergy scores: CSS=6.18, Synergy_ZIP=-3.37, Synergy_Bliss=-2.10, Synergy_Loewe=-17.4, Synergy_HSA=-2.19. (4) Drug 1: CC1C(C(CC(O1)OC2CC(OC(C2O)C)OC3=CC4=CC5=C(C(=O)C(C(C5)C(C(=O)C(C(C)O)O)OC)OC6CC(C(C(O6)C)O)OC7CC(C(C(O7)C)O)OC8CC(C(C(O8)C)O)(C)O)C(=C4C(=C3C)O)O)O)O. Drug 2: C#CCC(CC1=CN=C2C(=N1)C(=NC(=N2)N)N)C3=CC=C(C=C3)C(=O)NC(CCC(=O)O)C(=O)O. Cell line: HOP-92. Synergy scores: CSS=21.3, Synergy_ZIP=0.419, Synergy_Bliss=0.162, Synergy_Loewe=0.599, Synergy_HSA=-1.16. (5) Drug 1: C1CC(C1)(C(=O)O)C(=O)O.[NH2-].[NH2-].[Pt+2]. Drug 2: CC1C(C(CC(O1)OC2CC(CC3=C2C(=C4C(=C3O)C(=O)C5=C(C4=O)C(=CC=C5)OC)O)(C(=O)CO)O)N)O.Cl. Cell line: SK-MEL-5. Synergy scores: CSS=45.2, Synergy_ZIP=-3.54, Synergy_Bliss=0.979, Synergy_Loewe=-10.3, Synergy_HSA=1.65. (6) Drug 1: C1CN1P(=S)(N2CC2)N3CC3. Drug 2: C1=NC(=NC(=O)N1C2C(C(C(O2)CO)O)O)N. Cell line: RXF 393. Synergy scores: CSS=19.5, Synergy_ZIP=-4.06, Synergy_Bliss=-0.781, Synergy_Loewe=-7.90, Synergy_HSA=1.08. (7) Drug 1: CC1=C(C=C(C=C1)NC(=O)C2=CC=C(C=C2)CN3CCN(CC3)C)NC4=NC=CC(=N4)C5=CN=CC=C5. Drug 2: CC(C)CN1C=NC2=C1C3=CC=CC=C3N=C2N. Cell line: HCT-15. Synergy scores: CSS=2.00, Synergy_ZIP=1.75, Synergy_Bliss=2.54, Synergy_Loewe=2.47, Synergy_HSA=0.0907.